Dataset: Reaction yield outcomes from USPTO patents with 853,638 reactions. Task: Predict the reaction yield, written as a fraction of the theoretical maximum amount of product (1.0 means a 100% yield; for example, 0.34 means a 34% yield). The reactants are C([O:3][C:4]([CH:6]1[CH2:8][CH:7]1[C:9]1[CH:14]=[CH:13][C:12]([O:15][CH3:16])=[C:11]([F:17])[CH:10]=1)=[O:5])C.CO.O.[OH-].[Na+]. The catalyst is C1COCC1. The product is [F:17][C:11]1[CH:10]=[C:9]([CH:7]2[CH2:8][CH:6]2[C:4]([OH:5])=[O:3])[CH:14]=[CH:13][C:12]=1[O:15][CH3:16]. The yield is 0.970.